This data is from Reaction yield outcomes from USPTO patents with 853,638 reactions. The task is: Predict the reaction yield, written as a fraction of the theoretical maximum amount of product (1.0 means a 100% yield; for example, 0.34 means a 34% yield). The reactants are [Mg].Br[CH2:3][CH2:4][CH2:5][C:6]1[CH:11]=[CH:10][CH:9]=[CH:8][CH:7]=1.[CH2:12]([SiH:15](Cl)Cl)[CH:13]=[CH2:14].[Na+].[Cl-]. The catalyst is C(OCC)C. The product is [CH2:12]([SiH:15]([CH2:3][CH2:4][CH2:5][C:6]1[CH:11]=[CH:10][CH:9]=[CH:8][CH:7]=1)[CH2:3][CH2:4][CH2:5][C:6]1[CH:11]=[CH:10][CH:9]=[CH:8][CH:7]=1)[CH:13]=[CH2:14]. The yield is 0.860.